From a dataset of Catalyst prediction with 721,799 reactions and 888 catalyst types from USPTO. Predict which catalyst facilitates the given reaction. (1) Reactant: C(OC(=O)[NH:7][C:8]1[CH:13]=[CH:12][C:11]([C:14]#[C:15][C:16]2[CH:21]=[CH:20][CH:19]=[CH:18][CH:17]=2)=[CH:10][C:9]=1[NH2:22])(C)(C)C.CC1(C)O[C:29](=[O:31])[CH:28]=[C:27]([C:32]2[CH:37]=[CH:36][N:35]=[CH:34][CH:33]=2)O1.C(O)(C(F)(F)F)=O. Product: [C:16]1([C:15]#[C:14][C:11]2[CH:12]=[CH:13][C:8]3[N:7]=[C:27]([C:32]4[CH:33]=[CH:34][N:35]=[CH:36][CH:37]=4)[CH2:28][C:29](=[O:31])[NH:22][C:9]=3[CH:10]=2)[CH:21]=[CH:20][CH:19]=[CH:18][CH:17]=1. The catalyst class is: 2. (2) Reactant: O=[C:2]([CH2:14][CH2:15][CH2:16][CH2:17][CH2:18][CH2:19][CH3:20])[CH2:3][CH2:4][CH2:5][CH2:6][CH2:7][CH2:8][CH2:9][C:10]([O:12][CH3:13])=[O:11].[CH2:21]([SH:24])[CH2:22][SH:23].O. Product: [CH2:14]([C:2]1([CH2:3][CH2:4][CH2:5][CH2:6][CH2:7][CH2:8][CH2:9][C:10]([O:12][CH3:13])=[O:11])[S:24][CH2:21][CH2:22][S:23]1)[CH2:15][CH2:16][CH2:17][CH2:18][CH2:19][CH3:20]. The catalyst class is: 4. (3) Reactant: C[O:2][C:3]([C:5]1[C:10]([C:11]2[CH:16]=[CH:15][C:14]([CH2:17][N:18]3[CH2:23][C@H:22]([CH3:24])[N:21]([C:25]([O:27][C:28]([CH3:31])([CH3:30])[CH3:29])=[O:26])[C@H:20]([CH3:32])[CH2:19]3)=[CH:13][CH:12]=2)=[CH:9][CH:8]=[CH:7][N:6]=1)=[O:4].[OH-].[Li+]. Product: [CH3:32][C@H:20]1[N:21]([C:25]([O:27][C:28]([CH3:29])([CH3:30])[CH3:31])=[O:26])[C@@H:22]([CH3:24])[CH2:23][N:18]([CH2:17][C:14]2[CH:15]=[CH:16][C:11]([C:10]3[C:5]([C:3]([OH:4])=[O:2])=[N:6][CH:7]=[CH:8][CH:9]=3)=[CH:12][CH:13]=2)[CH2:19]1. The catalyst class is: 38.